Dataset: Full USPTO retrosynthesis dataset with 1.9M reactions from patents (1976-2016). Task: Predict the reactants needed to synthesize the given product. (1) Given the product [CH:18]1([C:16]([NH:15][C:13]2[N:14]=[C:9]3[CH:8]=[CH:7][C:6]([O:5][C:4]4[CH:21]=[CH:22][C:23]([F:24])=[C:2]([NH:1][C:31]([C:27]5[N:26]([CH3:25])[CH:30]=[CH:29][CH:28]=5)=[O:32])[CH:3]=4)=[N:11][N:10]3[CH:12]=2)=[O:17])[CH2:20][CH2:19]1, predict the reactants needed to synthesize it. The reactants are: [NH2:1][C:2]1[CH:3]=[C:4]([CH:21]=[CH:22][C:23]=1[F:24])[O:5][C:6]1[CH:7]=[CH:8][C:9]2[N:10]([CH:12]=[C:13]([NH:15][C:16]([CH:18]3[CH2:20][CH2:19]3)=[O:17])[N:14]=2)[N:11]=1.[CH3:25][N:26]1[CH:30]=[CH:29][CH:28]=[C:27]1[C:31](Cl)=[O:32]. (2) Given the product [CH3:20][C:13]1([CH3:19])[C:12]2[CH:11]=[C:10]3[NH:21][C:7]([C:3]4[C:2]([NH:1][C:22](=[O:24])[CH3:23])=[CH:6][NH:5][N:4]=4)=[N:8][C:9]3=[CH:17][C:16]=2[NH:15][C:14]1=[O:18], predict the reactants needed to synthesize it. The reactants are: [NH2:1][C:2]1[C:3]([C:7]2[NH:21][C:10]3=[CH:11][C:12]4[C:13]([CH3:20])([CH3:19])[C:14](=[O:18])[NH:15][C:16]=4[CH:17]=[C:9]3[N:8]=2)=[N:4][NH:5][CH:6]=1.[C:22](OC(=O)C)(=[O:24])[CH3:23]. (3) Given the product [F:85][C:84]([O:8][C:6](=[O:7])[CH3:5])([F:87])[F:86].[CH2:9]([O:11][C:12]1[CH:17]=[C:16]([CH2:18][N:19]2[CH2:20][CH2:21][C:22]3([CH2:26][N:25]([CH2:27][CH2:28][OH:29])[C:24](=[O:31])[CH2:23]3)[CH2:32][CH2:33]2)[CH:15]=[C:14]([O:34][CH2:35][CH3:36])[C:13]=1[C:37]1[CH:42]=[CH:41][C:40]([F:43])=[CH:39][CH:38]=1)[CH3:10], predict the reactants needed to synthesize it. The reactants are: FC([CH2:5][C:6]([OH:8])=[O:7])(F)F.[CH2:9]([O:11][C:12]1[CH:17]=[C:16]([CH2:18][N:19]2[CH2:33][CH2:32][C:22]3([CH2:26][N:25]([CH2:27][C:28](O)=[O:29])[C:24](=[O:31])[CH2:23]3)[CH2:21][CH2:20]2)[CH:15]=[C:14]([O:34][CH2:35][CH3:36])[C:13]=1[C:37]1[CH:42]=[CH:41][C:40]([F:43])=[CH:39][CH:38]=1)[CH3:10].CN([P+](ON1N=NC2C=CC=CC1=2)(N(C)C)N(C)C)C.F[P-](F)(F)(F)(F)F.CCN(C(C)C)C(C)C.[BH4-].[Na+].C(O)([C:84]([F:87])([F:86])[F:85])=O. (4) Given the product [C:15]([C:3]1[CH:4]=[C:5]([CH:10]=[CH:11][C:2]=1[OH:1])[C:6]([O:8][CH3:9])=[O:7])#[N:16], predict the reactants needed to synthesize it. The reactants are: [OH:1][C:2]1[CH:11]=[CH:10][C:5]([C:6]([O:8][CH3:9])=[O:7])=[CH:4][C:3]=1I.[H-].[Na+].[CH3:15][N:16](C=O)C.